Task: Binary Classification. Given a T-cell receptor sequence (or CDR3 region) and an epitope sequence, predict whether binding occurs between them.. Dataset: TCR-epitope binding with 47,182 pairs between 192 epitopes and 23,139 TCRs (1) The epitope is FLASKIGRLV. The TCR CDR3 sequence is CASSLVLAGVKTQYF. Result: 0 (the TCR does not bind to the epitope). (2) The epitope is GTSGSPIIDK. The TCR CDR3 sequence is CASSPGGTTSWETQYF. Result: 0 (the TCR does not bind to the epitope). (3) The epitope is YLNTLTLAV. The TCR CDR3 sequence is CASSQYGGGLEQYF. Result: 1 (the TCR binds to the epitope). (4) The epitope is HSKKKCDEL. The TCR CDR3 sequence is CASSLEGLADTDTQYF. Result: 0 (the TCR does not bind to the epitope). (5) The epitope is LLQTGIHVRVSQPSL. The TCR CDR3 sequence is CASSELNSRGTDTQYF. Result: 0 (the TCR does not bind to the epitope). (6) The epitope is EEHVQIHTI. The TCR CDR3 sequence is CASSSGTVSYEQYF. Result: 0 (the TCR does not bind to the epitope). (7) The epitope is FLRGRAYGL. The TCR CDR3 sequence is CSARVRAGSYNEQFF. Result: 0 (the TCR does not bind to the epitope).